Dataset: NCI-60 drug combinations with 297,098 pairs across 59 cell lines. Task: Regression. Given two drug SMILES strings and cell line genomic features, predict the synergy score measuring deviation from expected non-interaction effect. (1) Drug 1: CC1=CC=C(C=C1)C2=CC(=NN2C3=CC=C(C=C3)S(=O)(=O)N)C(F)(F)F. Drug 2: C1CNP(=O)(OC1)N(CCCl)CCCl. Cell line: A498. Synergy scores: CSS=1.40, Synergy_ZIP=-0.708, Synergy_Bliss=-0.888, Synergy_Loewe=0.234, Synergy_HSA=-0.701. (2) Drug 1: CS(=O)(=O)OCCCCOS(=O)(=O)C. Drug 2: C1CNP(=O)(OC1)N(CCCl)CCCl. Cell line: SNB-75. Synergy scores: CSS=-0.758, Synergy_ZIP=0.316, Synergy_Bliss=1.00, Synergy_Loewe=1.33, Synergy_HSA=-0.583. (3) Drug 1: C1CN1C2=NC(=NC(=N2)N3CC3)N4CC4. Drug 2: C1=C(C(=O)NC(=O)N1)F. Cell line: HS 578T. Synergy scores: CSS=39.5, Synergy_ZIP=-7.44, Synergy_Bliss=-5.43, Synergy_Loewe=1.85, Synergy_HSA=2.89. (4) Drug 1: CC1C(C(=O)NC(C(=O)N2CCCC2C(=O)N(CC(=O)N(C(C(=O)O1)C(C)C)C)C)C(C)C)NC(=O)C3=C4C(=C(C=C3)C)OC5=C(C(=O)C(=C(C5=N4)C(=O)NC6C(OC(=O)C(N(C(=O)CN(C(=O)C7CCCN7C(=O)C(NC6=O)C(C)C)C)C)C(C)C)C)N)C. Drug 2: CN(CC1=CN=C2C(=N1)C(=NC(=N2)N)N)C3=CC=C(C=C3)C(=O)NC(CCC(=O)O)C(=O)O. Cell line: KM12. Synergy scores: CSS=14.0, Synergy_ZIP=-9.35, Synergy_Bliss=-5.25, Synergy_Loewe=-12.4, Synergy_HSA=-5.09. (5) Drug 1: C1CCN(CC1)CCOC2=CC=C(C=C2)C(=O)C3=C(SC4=C3C=CC(=C4)O)C5=CC=C(C=C5)O. Drug 2: CC(C)CN1C=NC2=C1C3=CC=CC=C3N=C2N. Cell line: SNB-75. Synergy scores: CSS=1.57, Synergy_ZIP=1.04, Synergy_Bliss=1.46, Synergy_Loewe=-1.89, Synergy_HSA=-1.65. (6) Drug 1: C1=NC2=C(N=C(N=C2N1C3C(C(C(O3)CO)O)F)Cl)N. Drug 2: CC1C(C(CC(O1)OC2CC(CC3=C2C(=C4C(=C3O)C(=O)C5=C(C4=O)C(=CC=C5)OC)O)(C(=O)CO)O)N)O.Cl. Cell line: NCI-H460. Synergy scores: CSS=40.6, Synergy_ZIP=-1.38, Synergy_Bliss=-2.15, Synergy_Loewe=-12.5, Synergy_HSA=-1.71.